This data is from Peptide-MHC class I binding affinity with 185,985 pairs from IEDB/IMGT. The task is: Regression. Given a peptide amino acid sequence and an MHC pseudo amino acid sequence, predict their binding affinity value. This is MHC class I binding data. (1) The peptide sequence is VWKSGILQLF. The MHC is HLA-A29:02 with pseudo-sequence HLA-A29:02. The binding affinity (normalized) is 0.274. (2) The peptide sequence is NDSILSHNF. The MHC is HLA-B40:01 with pseudo-sequence HLA-B40:01. The binding affinity (normalized) is 0. (3) The peptide sequence is AASGFTFSSY. The MHC is HLA-A23:01 with pseudo-sequence HLA-A23:01. The binding affinity (normalized) is 0.153. (4) The peptide sequence is SLENLDPDNK. The MHC is HLA-A68:01 with pseudo-sequence HLA-A68:01. The binding affinity (normalized) is 0.333.